This data is from Forward reaction prediction with 1.9M reactions from USPTO patents (1976-2016). The task is: Predict the product of the given reaction. Given the reactants [CH3:1][O:2][C:3]1[CH:4]=[C:5]([S:9][C:10]2[C:18]3[C:17]([NH:19][C@H:20]([C:22]4[N:27]([C:28]5[CH:33]=[CH:32][CH:31]=[CH:30][CH:29]=5)[C:26](=[O:34])[C:25]5=[C:35]([CH3:38])[CH:36]=[CH:37][N:24]5[N:23]=4)[CH3:21])=[N:16][CH:15]=[N:14][C:13]=3[N:12](COCC[Si](C)(C)C)[CH:11]=2)[CH:6]=[CH:7][CH:8]=1.FC(F)(F)C(O)=O.N, predict the reaction product. The product is: [CH3:1][O:2][C:3]1[CH:4]=[C:5]([S:9][C:10]2[C:18]3[C:17]([NH:19][C@H:20]([C:22]4[N:27]([C:28]5[CH:33]=[CH:32][CH:31]=[CH:30][CH:29]=5)[C:26](=[O:34])[C:25]5=[C:35]([CH3:38])[CH:36]=[CH:37][N:24]5[N:23]=4)[CH3:21])=[N:16][CH:15]=[N:14][C:13]=3[NH:12][CH:11]=2)[CH:6]=[CH:7][CH:8]=1.